This data is from Full USPTO retrosynthesis dataset with 1.9M reactions from patents (1976-2016). The task is: Predict the reactants needed to synthesize the given product. (1) Given the product [O:5]1[CH2:9][CH2:8][CH2:7][CH2:6]1.[O:5]1[CH2:9][CH2:8][CH2:7][CH2:6]1.[O:5]1[CH2:9][CH2:8][CH2:7][CH2:6]1.[Cl-:1].[Cl-:1].[Cl-:1].[Nd+3:4], predict the reactants needed to synthesize it. The reactants are: [Cl-:1].[Cl-].[Cl-].[Nd+3:4].[O:5]1[CH2:9][CH2:8][CH2:7][CH2:6]1.[Cl-].[Cl-].[Cl-].[Nd+3]. (2) Given the product [Cl:1][C:2]1[CH:7]=[C:6]([N:8]=[C:16]=[S:17])[CH:5]=[CH:4][C:3]=1[C:9]1[CH:14]=[CH:13][C:12]([F:15])=[CH:11][CH:10]=1, predict the reactants needed to synthesize it. The reactants are: [Cl:1][C:2]1[CH:7]=[C:6]([NH2:8])[CH:5]=[CH:4][C:3]=1[C:9]1[CH:14]=[CH:13][C:12]([F:15])=[CH:11][CH:10]=1.[C:16](N1C=CN=C1)(N1C=CN=C1)=[S:17]. (3) Given the product [CH3:1][O:2][C:3](=[O:15])[C:4]1[CH:9]=[C:8]([C:23]#[C:22][C:16]2[CH:21]=[CH:20][CH:19]=[CH:18][CH:17]=2)[CH:7]=[CH:6][C:5]=1[O:11][CH2:12][CH2:13][CH3:14], predict the reactants needed to synthesize it. The reactants are: [CH3:1][O:2][C:3](=[O:15])[C:4]1[CH:9]=[C:8](I)[CH:7]=[CH:6][C:5]=1[O:11][CH2:12][CH2:13][CH3:14].[C:16]1([C:22]#[CH:23])[CH:21]=[CH:20][CH:19]=[CH:18][CH:17]=1. (4) Given the product [CH:34]1([NH:37][C:38](=[O:55])[C:39]2[CH:44]=[CH:43][C:42]([CH3:45])=[C:41]([C:2]3[C:11](=[O:12])[N:10]([CH3:13])[C:9]4[C:8]([C:14]5[CH:19]=[CH:18][C:17]([F:20])=[CH:16][C:15]=5[F:21])=[N:7][N:6]=[CH:5][C:4]=4[CH:3]=3)[CH:40]=2)[CH2:35][CH2:36]1, predict the reactants needed to synthesize it. The reactants are: Br[C:2]1[C:11](=[O:12])[N:10]([CH3:13])[C:9]2[C:8]([C:14]3[CH:19]=[CH:18][C:17]([F:20])=[CH:16][C:15]=3[F:21])=[N:7][N:6]=[CH:5][C:4]=2[CH:3]=1.O1CCOCC1.C([O-])([O-])=O.[Na+].[Na+].[CH:34]1([NH:37][C:38](=[O:55])[C:39]2[CH:44]=[CH:43][C:42]([CH3:45])=[C:41](B3OC(C)(C)C(C)(C)O3)[CH:40]=2)[CH2:36][CH2:35]1. (5) Given the product [CH3:12][S:9]([C:26]1[CH:25]=[CH:30][C:29]([S:31]([NH:1][C:2]2[CH:7]=[CH:6][CH:5]=[CH:4][C:3]=2[NH:8][S:9]([C:12]2[S:16][C:15]3[CH:17]=[CH:18][CH:19]=[CH:20][C:14]=3[CH:13]=2)(=[O:11])=[O:10])(=[O:32])=[O:33])=[C:28]([O:35][CH3:36])[CH:27]=1)(=[O:11])=[O:10], predict the reactants needed to synthesize it. The reactants are: [NH2:1][C:2]1[CH:7]=[CH:6][CH:5]=[CH:4][C:3]=1[NH:8][S:9]([C:12]1[S:16][C:15]2[CH:17]=[CH:18][CH:19]=[CH:20][C:14]=2[CH:13]=1)(=[O:11])=[O:10].CS([C:25]1[CH:26]=[CH:27][C:28]([O:35][CH3:36])=[C:29]([S:31](Cl)(=[O:33])=[O:32])[CH:30]=1)(=O)=O.